This data is from Experimentally validated miRNA-target interactions with 360,000+ pairs, plus equal number of negative samples. The task is: Binary Classification. Given a miRNA mature sequence and a target amino acid sequence, predict their likelihood of interaction. (1) The miRNA is hsa-miR-5196-5p with sequence AGGGAAGGGGACGAGGGUUGGG. The protein sequence of the target gene is MSWLSSSQGVVLTAYHPSGKDQTVGNSHAKAGEEATSSRRYGQYTMNQESTTIKVMEKPPFDRSISQDSLDELSMEDYWIELENIKKSSENSQEDQEVVVVKEPDEGELEEEWLKEAGLSNLFGESAGDPQESIVFLSTLTRTQAAAVQKRVETVSQTLRKKNKQYQIPDVRDIFAQQRESKETAPGGTESQSLRTNENKYQGRDDEASNLVGEEKLIPPEETPAPETDINLEVSFAEQALNQKESSKEKIQKSKGDDATLPSFRLPKDKTGTTRIGDLAPQDMKKVCHLALIELTALYD.... Result: 1 (interaction). (2) The miRNA is hsa-miR-4785 with sequence AGAGUCGGCGACGCCGCCAGC. The protein sequence of the target gene is MGTAQVLPGILQKHCCILPDRNTESQCTLCGEPEEEEGGDLAQPGLSFPGPAEEDIDQQYSWSPTQHFNEERYSPAPRNMKGLTGSRNQPQLCAGHTCGLSPPDDCEHPHDHMHHGSDVRQPYLLSPAESCPMDHHRCSPRSSVHSECMMMPVMLGDHVSSSTFPRMHYSSHYDTRDDCAMSHTSTKVNRIPANLLDQFEKQLPLHRDGFHTLQYQRASAATEQRNESPGRIRHLVHSVQKLFTKSHSLEGSSKSNINGTKSDSRVDDHHQSHLSKHSKRSKSKERKPESKHKSGMSSWW.... Result: 0 (no interaction).